From a dataset of Reaction yield outcomes from USPTO patents with 853,638 reactions. Predict the reaction yield, written as a fraction of the theoretical maximum amount of product (1.0 means a 100% yield; for example, 0.34 means a 34% yield). (1) The reactants are [CH3:1][C:2]1([CH3:13])[C:10]2[C:5](=[CH:6][CH:7]=[CH:8][CH:9]=2)[CH:4]([CH:11]=O)[CH2:3]1.C[C:15]1[NH:16]C2C(C=1C=O)=CC=CC=2. No catalyst specified. The product is [CH3:1][C:2]1([CH3:13])[C:10]2[C:5](=[CH:6][CH:7]=[CH:8][CH:9]=2)[CH:4]([CH2:11][NH:16][CH3:15])[CH2:3]1. The yield is 0.810. (2) The reactants are [C:1]([O:5][C:6]([N:8]1[CH2:13][CH2:12][C:11](Br)([CH:14]([Br:25])[C:15]2[CH:20]=[CH:19][C:18]([C:21]([O:23]C)=[O:22])=[CH:17][CH:16]=2)[CH2:10][CH2:9]1)=[O:7])([CH3:4])([CH3:3])[CH3:2]. The catalyst is CO.[OH-].[Na+]. The product is [C:1]([O:5][C:6]([N:8]1[CH2:13][CH2:12][C:11](=[C:14]([Br:25])[C:15]2[CH:20]=[CH:19][C:18]([C:21]([OH:23])=[O:22])=[CH:17][CH:16]=2)[CH2:10][CH2:9]1)=[O:7])([CH3:4])([CH3:2])[CH3:3]. The yield is 0.870. (3) The reactants are [C:1]([C:3]1[C:4]([C:25]2[CH:30]=[CH:29][C:28]([O:31][C:32]3[CH:37]=[CH:36][CH:35]=[CH:34][CH:33]=3)=[CH:27][CH:26]=2)=[N:5][N:6]2[C:11]([C:12]3[CH:17]=[CH:16][CH:15]=[CH:14][C:13]=3[NH:18][C:19](=O)C(F)(F)F)=[CH:10][CH:9]=[N:8][C:7]=12)#[N:2].[OH-].[K+].CI. The catalyst is CC(C)=O. The product is [CH3:19][NH:18][C:13]1[CH:14]=[CH:15][CH:16]=[CH:17][C:12]=1[C:11]1[N:6]2[N:5]=[C:4]([C:25]3[CH:30]=[CH:29][C:28]([O:31][C:32]4[CH:37]=[CH:36][CH:35]=[CH:34][CH:33]=4)=[CH:27][CH:26]=3)[C:3]([C:1]#[N:2])=[C:7]2[N:8]=[CH:9][CH:10]=1. The yield is 0.370.